This data is from Forward reaction prediction with 1.9M reactions from USPTO patents (1976-2016). The task is: Predict the product of the given reaction. Given the reactants [Cl:1][C:2]1[C:7](I)=[CH:6][C:5]([NH:9][CH2:10][C:11]([O:13]C)=[O:12])=[C:4]([O:15][CH3:16])[CH:3]=1.[Cl:17][C:18]1[CH:23]=[CH:22][C:21]([Cl:24])=[CH:20][C:19]=1B(O)O.C([O-])([O-])=O.[Na+].[Na+], predict the reaction product. The product is: [Cl:17][C:18]1[CH:23]=[CH:22][C:21]([Cl:24])=[CH:20][C:19]=1[C:7]1[C:2]([Cl:1])=[CH:3][C:4]([O:15][CH3:16])=[C:5]([NH:9][CH2:10][C:11]([OH:13])=[O:12])[CH:6]=1.